Dataset: Forward reaction prediction with 1.9M reactions from USPTO patents (1976-2016). Task: Predict the product of the given reaction. (1) Given the reactants P([O:4][CH2:5][C@H:6]1[O:10][C@@H:9]([N:11]2[CH:18]=[CH:17][C:15](=[O:16])[NH:14][C:12]2=[O:13])[C@H:8]([O:19][CH2:20][CH2:21][C:22]#[N:23])[C@@H:7]1[OH:24])(N)O, predict the reaction product. The product is: [C:22]([CH2:21][CH2:20][O:19][C@@H:8]1[C@H:7]([OH:24])[C@@H:6]([CH2:5][OH:4])[O:10][C@H:9]1[N:11]1[CH:18]=[CH:17][C:15](=[O:16])[NH:14][C:12]1=[O:13])#[N:23]. (2) Given the reactants Br[C:2]1[CH:18]=[C:17]([N+:19]([O-:21])=[O:20])[CH:16]=[CH:15][C:3]=1[C:4]([NH:6][CH2:7][CH2:8][N:9]1[CH2:14][CH2:13][O:12][CH2:11][CH2:10]1)=[O:5].[C:22]([Si:24]([CH:31]([CH3:33])[CH3:32])([CH:28]([CH3:30])[CH3:29])[CH:25]([CH3:27])[CH3:26])#[CH:23], predict the reaction product. The product is: [O:12]1[CH2:13][CH2:14][N:9]([CH2:8][CH2:7][NH:6][C:4](=[O:5])[C:3]2[CH:15]=[CH:16][C:17]([N+:19]([O-:21])=[O:20])=[CH:18][C:2]=2[C:23]#[C:22][Si:24]([CH:25]([CH3:27])[CH3:26])([CH:31]([CH3:33])[CH3:32])[CH:28]([CH3:30])[CH3:29])[CH2:10][CH2:11]1. (3) Given the reactants C[O:2][C:3]1[CH:8]=[CH:7][C:6]([C:9]([F:12])([F:11])[F:10])=[CH:5][C:4]=1[C:13]1[C:21]2[C:16](=[N:17][C:18]([NH2:22])=[N:19][CH:20]=2)[N:15]([CH3:23])[N:14]=1.B(Br)(Br)Br, predict the reaction product. The product is: [NH2:22][C:18]1[N:17]=[C:16]2[N:15]([CH3:23])[N:14]=[C:13]([C:4]3[CH:5]=[C:6]([C:9]([F:12])([F:11])[F:10])[CH:7]=[CH:8][C:3]=3[OH:2])[C:21]2=[CH:20][N:19]=1. (4) Given the reactants [S:1]=[C:2]1[NH:7][C:6]2[CH:8]=[CH:9][NH:10][C:5]=2[C:4](=[O:11])[N:3]1[C:12]1[CH:17]=[CH:16][C:15]([O:18][CH2:19][C:20]([F:23])([F:22])[F:21])=[CH:14][CH:13]=1.Cl[CH2:25][CH:26]([CH3:31])[C:27]([O:29][CH3:30])=[O:28].[CH2:32](N(C(C)C)C(C)C)C, predict the reaction product. The product is: [CH3:31][CH:26]([CH2:25][CH2:32][S:1][C:2]1[N:3]([C:12]2[CH:13]=[CH:14][C:15]([O:18][CH2:19][C:20]([F:23])([F:22])[F:21])=[CH:16][CH:17]=2)[C:4](=[O:11])[C:5]2[NH:10][CH:9]=[CH:8][C:6]=2[N:7]=1)[C:27]([O:29][CH3:30])=[O:28]. (5) Given the reactants [NH2:1][CH2:2][CH2:3][N:4]1[CH:8]=[CH:7][NH:6][C:5]1=[O:9].[Br:10][C:11]1[C:16]2[S:17][C:18]([C:20]3[C:25]([F:26])=[CH:24][N:23]=[C:22](Cl)[N:21]=3)=[CH:19][C:15]=2[CH:14]=[CH:13][CH:12]=1, predict the reaction product. The product is: [Br:10][C:11]1[C:16]2[S:17][C:18]([C:20]3[C:25]([F:26])=[CH:24][N:23]=[C:22]([NH:1][CH2:2][CH2:3][N:4]4[CH2:8][CH2:7][NH:6][C:5]4=[O:9])[N:21]=3)=[CH:19][C:15]=2[CH:14]=[CH:13][CH:12]=1. (6) Given the reactants [Cl:1][C:2]1[CH:21]=[C:20]([F:22])[CH:19]=[CH:18][C:3]=1[O:4][C:5]1[CH:13]=[CH:12][CH:11]=[C:10]([C:14]([F:17])([F:16])[F:15])[C:6]=1[C:7]([OH:9])=O.CN(C(ON1N=NC2C=CC=NC1=2)=[N+](C)C)C.F[P-](F)(F)(F)(F)F.[NH2:47][C:48]1[CH:49]=[C:50]([S:54]([NH2:57])(=[O:56])=[O:55])[CH:51]=[CH:52][CH:53]=1.CN1CCOCC1.Cl, predict the reaction product. The product is: [Cl:1][C:2]1[CH:21]=[C:20]([F:22])[CH:19]=[CH:18][C:3]=1[O:4][C:5]1[CH:13]=[CH:12][CH:11]=[C:10]([C:14]([F:16])([F:17])[F:15])[C:6]=1[C:7]([NH:47][C:48]1[CH:53]=[CH:52][CH:51]=[C:50]([S:54](=[O:56])(=[O:55])[NH2:57])[CH:49]=1)=[O:9]. (7) Given the reactants [CH:1]1([C:4]2[CH:30]=[C:29]([C:31]([O:33][CH3:34])=[O:32])[C:28]([F:35])=[CH:27][C:5]=2[O:6][CH2:7][C:8]2([CH3:26])[CH2:13][CH2:12][N:11]([CH:14]([C:18]3[CH:23]=[C:22]([Cl:24])[CH:21]=[C:20]([Cl:25])[CH:19]=3)[C:15](O)=[O:16])[CH2:10][CH2:9]2)[CH2:3][CH2:2]1, predict the reaction product. The product is: [CH:1]1([C:4]2[C:5]([O:6][CH2:7][C:8]3([CH3:26])[CH2:13][CH2:12][N:11]([C@H:14]([C:18]4[CH:23]=[C:22]([Cl:24])[CH:21]=[C:20]([Cl:25])[CH:19]=4)[CH2:15][OH:16])[CH2:10][CH2:9]3)=[CH:27][C:28]([F:35])=[C:29]([CH:30]=2)[C:31]([O:33][CH3:34])=[O:32])[CH2:3][CH2:2]1.